Dataset: Full USPTO retrosynthesis dataset with 1.9M reactions from patents (1976-2016). Task: Predict the reactants needed to synthesize the given product. (1) Given the product [Cl:13][C:10]1[C:11]([NH2:12])=[C:6]([NH:17][CH:14]([CH3:16])[CH3:15])[N:7]=[N:8][CH:9]=1, predict the reactants needed to synthesize it. The reactants are: CC(O)=O.Cl[C:6]1[N:7]=[N:8][CH:9]=[C:10]([Cl:13])[C:11]=1[NH2:12].[CH:14]([NH2:17])([CH3:16])[CH3:15]. (2) Given the product [CH2:1]([C@@H:8]1[CH2:29][O:28][C:11]2=[C:12]3[C:17](=[CH:18][CH:19]=[C:10]2[N:9]1[CH2:13][C:24]([F:27])([F:26])[F:25])[N:16]=[C:15]([O:20][CH:21]([CH3:23])[CH3:22])[CH:14]=[C:13]3[C:24]([F:25])([F:26])[F:27])[C:2]1[CH:3]=[CH:4][CH:5]=[CH:6][CH:7]=1, predict the reactants needed to synthesize it. The reactants are: [CH2:1]([C@@H:8]1[CH2:29][O:28][C:11]2=[C:12]3[C:17](=[CH:18][CH:19]=[C:10]2[NH:9]1)[N:16]=[C:15]([O:20][CH:21]([CH3:23])[CH3:22])[CH:14]=[C:13]3[C:24]([F:27])([F:26])[F:25])[C:2]1[CH:7]=[CH:6][CH:5]=[CH:4][CH:3]=1.[BH4-].[Na+]. (3) Given the product [Cl:24][C:21]1[CH:22]=[CH:23][C:18]([NH:17][C:15](=[O:16])[CH2:14][N:44]2[C:45](=[O:46])[N:41]([C:28]3[S:29][C:30]([C:31]([NH:33][CH2:34][C:35]4[CH:36]=[N:37][CH:38]=[CH:39][CH:40]=4)=[O:32])=[C:26]([CH3:25])[N:27]=3)[CH:42]=[N:43]2)=[CH:19][CH:20]=1, predict the reactants needed to synthesize it. The reactants are: FC(F)(F)C1C=CC(CBr)=CC=1.Br[CH2:14][C:15]([NH:17][C:18]1[CH:23]=[CH:22][C:21]([Cl:24])=[CH:20][CH:19]=1)=[O:16].[CH3:25][C:26]1[N:27]=[C:28]([N:41]2[C:45](=[O:46])[NH:44][N:43]=[CH:42]2)[S:29][C:30]=1[C:31]([NH:33][CH2:34][C:35]1[CH:36]=[N:37][CH:38]=[CH:39][CH:40]=1)=[O:32]. (4) The reactants are: [Cl:1][C:2]1[CH:11]=[CH:10][CH:9]=[CH:8][C:3]=1[CH2:4][N:5]=[C:6]=[O:7].ClC1C=CC=CC=1CN.ClC(Cl)(OC(=O)OC(Cl)(Cl)Cl)Cl.CO[C:35](=[O:45])[C:36]1[C:41]([Br:42])=[CH:40][C:39]([Br:43])=[CH:38][C:37]=1[NH2:44].[OH-].[Na+].N(NC1C(=CC=CC=1)C([O-])=O)C(N)=O. Given the product [Br:42][C:41]1[CH:40]=[C:39]([Br:43])[CH:38]=[C:37]2[C:36]=1[C:35](=[O:45])[N:5]([CH2:4][C:3]1[CH:8]=[CH:9][CH:10]=[CH:11][C:2]=1[Cl:1])[C:6](=[O:7])[NH:44]2, predict the reactants needed to synthesize it. (5) Given the product [OH:2][C:3]1[CH:4]=[CH:5][C:6]([N:9]2[CH2:10][CH2:11][CH:12]([N:15]([CH3:34])[C:16]([N:18]3[CH:22]=[C:21]([C:23]4[CH:28]=[CH:27][CH:26]=[C:25]([NH:29][S:30]([CH3:33])(=[O:32])=[O:31])[CH:24]=4)[N:20]=[CH:19]3)=[O:17])[CH2:13][CH2:14]2)=[CH:7][CH:8]=1, predict the reactants needed to synthesize it. The reactants are: C[O:2][C:3]1[CH:8]=[CH:7][C:6]([N:9]2[CH2:14][CH2:13][CH:12]([N:15]([CH3:34])[C:16]([N:18]3[CH:22]=[C:21]([C:23]4[CH:28]=[CH:27][CH:26]=[C:25]([NH:29][S:30]([CH3:33])(=[O:32])=[O:31])[CH:24]=4)[N:20]=[CH:19]3)=[O:17])[CH2:11][CH2:10]2)=[CH:5][CH:4]=1.B(Br)(Br)Br. (6) The reactants are: C(Cl)(=O)C(Cl)=O.[CH2:7]([O:9][C:10]([C:12]1[C:17](=[O:18])[N:16]([CH2:19][C:20]2[CH:25]=[CH:24][CH:23]=[CH:22][CH:21]=2)[C:15]2[S:26][CH:27]=[CH:28][C:14]=2[C:13]=1O)=[O:11])[CH3:8].[N:30]1([C:36]([C:38]2[S:39][CH:40]=[CH:41][CH:42]=2)=[O:37])[CH2:35][CH2:34][NH:33][CH2:32][CH2:31]1.C1N2CCN(CC2)C1.[Cl-].[NH4+]. Given the product [CH2:7]([O:9][C:10]([C:12]1[C:17](=[O:18])[N:16]([CH2:19][C:20]2[CH:25]=[CH:24][CH:23]=[CH:22][CH:21]=2)[C:15]2[S:26][CH:27]=[CH:28][C:14]=2[C:13]=1[N:33]1[CH2:34][CH2:35][N:30]([C:36]([C:38]2[S:39][CH:40]=[CH:41][CH:42]=2)=[O:37])[CH2:31][CH2:32]1)=[O:11])[CH3:8], predict the reactants needed to synthesize it. (7) Given the product [OH:4][C@H:5]1[CH2:10][CH2:9][C@@:8]([C@H:12]2[CH2:20][CH2:19][C@@:18]3([CH3:21])[C@@H:14]([CH2:15][CH2:16][C:17]3=[CH2:22])[C@@H:13]2[CH2:23][NH:24][C:49](=[O:52])[CH2:50][CH3:51])([CH3:11])[C@@H:7]([CH2:25][OH:26])[CH2:6]1, predict the reactants needed to synthesize it. The reactants are: C([O:4][C@H:5]1[CH2:10][CH2:9][C@@:8]([C@H:12]2[CH2:20][CH2:19][C@@:18]3([CH3:21])[C@@H:14]([CH2:15][CH2:16][C:17]3=[CH2:22])[C@@H:13]2[CH2:23][NH2:24])([CH3:11])[C@@H:7]([CH2:25][OH:26])[CH2:6]1)(=O)C.F[B-](F)(F)F.N1(OC(N(C)C)=[N+](C)C)C2C=CC=CC=2N=N1.[C:49](O)(=[O:52])[CH2:50][CH3:51].C(N(CC)C(C)C)(C)C. (8) Given the product [N:1]1[CH:2]=[CH:3][N:4]2[CH:9]=[CH:8][C:7]([CH2:10][NH:11][C:12]([C:14]3[S:15][C:16]([C:19]4[CH:20]=[N:21][N:22]([CH2:24][C:25]5([CH3:31])[CH2:30][CH2:29][N:28]([CH2:33][CH2:34][N:35]6[CH2:40][CH2:39][NH:38][CH2:37][CH2:36]6)[CH2:27][CH2:26]5)[CH:23]=4)=[CH:17][CH:18]=3)=[O:13])=[CH:6][C:5]=12, predict the reactants needed to synthesize it. The reactants are: [N:1]1[CH:2]=[CH:3][N:4]2[CH:9]=[CH:8][C:7]([CH2:10][NH:11][C:12]([C:14]3[S:15][C:16]([C:19]4[CH:20]=[N:21][N:22]([CH2:24][C:25]5([CH3:31])[CH2:30][CH2:29][NH:28][CH2:27][CH2:26]5)[CH:23]=4)=[CH:17][CH:18]=3)=[O:13])=[CH:6][C:5]=12.Br[CH2:33][CH2:34][N:35]1[CH2:40][CH2:39][N:38](C(OC(C)(C)C)=O)[CH2:37][CH2:36]1.C(N(CC)C(C)C)(C)C. (9) Given the product [N+:12]([C:15]1[CH:16]=[C:17]([NH:18][C:2]2[CH:7]=[CH:6][CH:5]=[CH:4][C:3]=2[CH2:8][C:9]([OH:11])=[O:10])[CH:19]=[CH:20][C:21]=1[Cl:22])([O-:14])=[O:13], predict the reactants needed to synthesize it. The reactants are: Br[C:2]1[CH:7]=[CH:6][CH:5]=[CH:4][C:3]=1[CH2:8][C:9]([OH:11])=[O:10].[N+:12]([C:15]1[CH:16]=[C:17]([CH:19]=[CH:20][C:21]=1[Cl:22])[NH2:18])([O-:14])=[O:13].